This data is from Full USPTO retrosynthesis dataset with 1.9M reactions from patents (1976-2016). The task is: Predict the reactants needed to synthesize the given product. (1) Given the product [Br:22][C:23]1[CH:28]=[CH:27][C:26]([NH:29][C:30]2[C:31]([C:40](=[O:41])[CH2:1][S:2]([CH3:5])(=[O:4])=[O:3])=[CH:32][C:33]3[NH:37][CH:36]=[N:35][C:34]=3[C:38]=2[F:39])=[C:25]([Cl:42])[CH:24]=1, predict the reactants needed to synthesize it. The reactants are: [CH3:1][S:2]([CH3:5])(=[O:4])=[O:3].[Li]CCCC.CN(P(N(C)C)(N(C)C)=O)C.[Br:22][C:23]1[CH:28]=[CH:27][C:26]([NH:29][C:30]2[C:31]([CH:40]=[O:41])=[CH:32][C:33]3[NH:37][CH:36]=[N:35][C:34]=3[C:38]=2[F:39])=[C:25]([Cl:42])[CH:24]=1. (2) Given the product [CH3:8][C:7]([N:6]1[C:2]2[N:1]=[C:34]([C:33]3[CH:36]=[CH:37][C:30]([O:29][CH2:22][C:23]4[CH:28]=[CH:27][CH:26]=[CH:25][CH:24]=4)=[C:31]([CH3:38])[CH:32]=3)[C:17]3[C:16]([F:18])=[CH:15][C:14]([OH:19])=[C:13]([O:20][CH3:21])[C:12]=3[C:3]=2[C:4]([CH3:11])=[N:5]1)([CH3:9])[CH3:10], predict the reactants needed to synthesize it. The reactants are: [NH2:1][C:2]1[N:6]([C:7]([CH3:10])([CH3:9])[CH3:8])[N:5]=[C:4]([CH3:11])[C:3]=1[C:12]1[C:13]([O:20][CH3:21])=[C:14]([OH:19])[CH:15]=[C:16]([F:18])[CH:17]=1.[CH2:22]([O:29][C:30]1[CH:37]=[CH:36][C:33]([CH:34]=O)=[CH:32][C:31]=1[CH3:38])[C:23]1[CH:28]=[CH:27][CH:26]=[CH:25][CH:24]=1.